This data is from Full USPTO retrosynthesis dataset with 1.9M reactions from patents (1976-2016). The task is: Predict the reactants needed to synthesize the given product. (1) Given the product [N+:33]([C:29]1[CH:28]=[C:27]([C:25]2[NH:1][C:2]3[N:6]([CH:24]=2)[N:5]=[C:4]([C:7]2[CH:8]=[CH:9][C:10]([O:13][C:14]4[CH:19]=[CH:18][CH:17]=[CH:16][CH:15]=4)=[CH:11][CH:12]=2)[C:3]=3[C:20]([NH2:22])=[O:21])[CH:32]=[CH:31][CH:30]=1)([O-:35])=[O:34], predict the reactants needed to synthesize it. The reactants are: [NH2:1][C:2]1[NH:6][N:5]=[C:4]([C:7]2[CH:12]=[CH:11][C:10]([O:13][C:14]3[CH:19]=[CH:18][CH:17]=[CH:16][CH:15]=3)=[CH:9][CH:8]=2)[C:3]=1[C:20]([NH2:22])=[O:21].Br[CH2:24][C:25]([C:27]1[CH:32]=[CH:31][CH:30]=[C:29]([N+:33]([O-:35])=[O:34])[CH:28]=1)=O. (2) Given the product [Cl:10][C:11]1[CH:12]=[C:13]([CH:19]=[CH:20][C:21]=1[S:22](=[O:37])(=[O:38])[N:23]([CH2:24][C:25]1[CH:26]=[C:27]2[C:31](=[CH:32][CH:33]=1)[N:30]([CH:34]1[CH2:36][CH2:35]1)[N:29]=[CH:28]2)[C:3]1[C:2]([Cl:1])=[CH:7][C:6]([Cl:8])=[CH:5][N:4]=1)[C:14]([O:16][CH2:17][CH3:18])=[O:15], predict the reactants needed to synthesize it. The reactants are: [Cl:1][C:2]1[C:3](F)=[N:4][CH:5]=[C:6]([Cl:8])[CH:7]=1.[Cl:10][C:11]1[CH:12]=[C:13]([CH:19]=[CH:20][C:21]=1[S:22](=[O:38])(=[O:37])[NH:23][CH2:24][C:25]1[CH:26]=[C:27]2[C:31](=[CH:32][CH:33]=1)[N:30]([CH:34]1[CH2:36][CH2:35]1)[N:29]=[CH:28]2)[C:14]([O:16][CH2:17][CH3:18])=[O:15]. (3) Given the product [CH3:1][CH:2]([CH3:33])[C:3]([NH:5][C:6]1[CH:11]=[CH:10][CH:9]=[C:8]([CH:12]2[CH2:17][CH2:16][N:15]([CH2:18][CH2:19][CH2:20][C:21]3[C:40]4[C:39](=[CH:38][CH:37]=[C:36]([CH3:35])[CH:41]=4)[NH:42][C:22]=3[C:24]3[CH:29]=[CH:28][CH:27]=[C:26]([N+:30]([O-:32])=[O:31])[CH:25]=3)[CH2:14][CH2:13]2)[CH:7]=1)=[O:4], predict the reactants needed to synthesize it. The reactants are: [CH3:1][CH:2]([CH3:33])[C:3]([NH:5][C:6]1[CH:11]=[CH:10][CH:9]=[C:8]([CH:12]2[CH2:17][CH2:16][N:15]([CH2:18][CH2:19][CH2:20][CH2:21][C:22]([C:24]3[CH:29]=[CH:28][CH:27]=[C:26]([N+:30]([O-:32])=[O:31])[CH:25]=3)=O)[CH2:14][CH2:13]2)[CH:7]=1)=[O:4].Cl.[CH3:35][C:36]1[CH:41]=[CH:40][C:39]([NH:42]N)=[CH:38][CH:37]=1. (4) The reactants are: Br[C:2]1[CH:6]=[CH:5][N:4]([C:7]2[CH:12]=[CH:11][CH:10]=[CH:9][N:8]=2)[CH:3]=1.[Cl:13][C:14]1[CH:15]=[C:16](B(O)O)[CH:17]=[CH:18][CH:19]=1.C(=O)([O-])[O-].[K+].[K+].CCOC(C)=O. Given the product [Cl:13][C:14]1[CH:19]=[C:18]([C:2]2[CH:6]=[CH:5][N:4]([C:7]3[CH:12]=[CH:11][CH:10]=[CH:9][N:8]=3)[CH:3]=2)[CH:17]=[CH:16][CH:15]=1, predict the reactants needed to synthesize it.